This data is from Catalyst prediction with 721,799 reactions and 888 catalyst types from USPTO. The task is: Predict which catalyst facilitates the given reaction. (1) Reactant: [I:1][C:2]1[C:6]2=[N:7][C:8]([C:11]([OH:13])=[O:12])=[CH:9][CH:10]=[C:5]2[N:4]([S:14]([C:17]2[CH:22]=[CH:21][C:20]([CH3:23])=[CH:19][CH:18]=2)(=[O:16])=[O:15])[CH:3]=1.[C:24](Cl)(=O)C(Cl)=O.CO. Product: [I:1][C:2]1[C:6]2=[N:7][C:8]([C:11]([O:13][CH3:24])=[O:12])=[CH:9][CH:10]=[C:5]2[N:4]([S:14]([C:17]2[CH:22]=[CH:21][C:20]([CH3:23])=[CH:19][CH:18]=2)(=[O:15])=[O:16])[CH:3]=1. The catalyst class is: 59. (2) Reactant: [C:1]1([S:7]([N:10]2[C:14]3=[N:15][CH:16]=[C:17]([Br:19])[CH:18]=[C:13]3[C:12](I)=[CH:11]2)(=[O:9])=[O:8])[CH:6]=[CH:5][CH:4]=[CH:3][CH:2]=1.C([Mg]Cl)(C)C.[C:26]([O:30][C:31](=[O:51])[N:32]([C:42]1[CH:47]=[CH:46][C:45]([CH:48]=[O:49])=[C:44]([F:50])[N:43]=1)[CH2:33][C:34]1[CH:39]=[CH:38][C:37]([O:40][CH3:41])=[CH:36][CH:35]=1)([CH3:29])([CH3:28])[CH3:27].C(O)(=O)CC(CC(O)=O)(C(O)=O)O. Product: [C:26]([O:30][C:31](=[O:51])[N:32]([C:42]1[CH:47]=[CH:46][C:45]([CH:48]([C:12]2[C:13]3[C:14](=[N:15][CH:16]=[C:17]([Br:19])[CH:18]=3)[N:10]([S:7]([C:1]3[CH:6]=[CH:5][CH:4]=[CH:3][CH:2]=3)(=[O:9])=[O:8])[CH:11]=2)[OH:49])=[C:44]([F:50])[N:43]=1)[CH2:33][C:34]1[CH:35]=[CH:36][C:37]([O:40][CH3:41])=[CH:38][CH:39]=1)([CH3:29])([CH3:27])[CH3:28]. The catalyst class is: 7. (3) Reactant: [C:1]([C:5]1[CH:10]=[CH:9][C:8]([N:11]2[C:15](=[O:16])[C:14]([CH3:18])([CH3:17])[N:13]([CH2:19][C:20]3[CH:25]=[CH:24][N:23]4[O:26][C:27](=S)[N:28]=[C:22]4[CH:21]=3)[C:12]2=[O:30])=[CH:7][CH:6]=1)([CH3:4])([CH3:3])[CH3:2].[CH2:31]([NH2:35])[CH2:32][CH2:33][CH3:34]. Product: [CH2:31]([NH:35][C:27]([NH:28][C:22]1[CH:21]=[C:20]([CH2:19][N:13]2[C:14]([CH3:18])([CH3:17])[C:15](=[O:16])[N:11]([C:8]3[CH:7]=[CH:6][C:5]([C:1]([CH3:3])([CH3:4])[CH3:2])=[CH:10][CH:9]=3)[C:12]2=[O:30])[CH:25]=[CH:24][N:23]=1)=[O:26])[CH2:32][CH2:33][CH3:34]. The catalyst class is: 12.